Task: Predict the reaction yield, written as a fraction of the theoretical maximum amount of product (1.0 means a 100% yield; for example, 0.34 means a 34% yield).. Dataset: Reaction yield outcomes from USPTO patents with 853,638 reactions (1) The reactants are [S:1]1[CH2:5][C:4](=[O:6])[NH:3][C:2]1=[O:7].N1CCCC1.[N:13]1([C:19]2[C:20]3[N:28]=[C:27]([CH:29]=O)[CH:26]=[CH:25][C:21]=3[N:22]=[CH:23][N:24]=2)[CH2:18][CH2:17][CH2:16][CH2:15][CH2:14]1. The catalyst is CO. The product is [N:13]1([C:19]2[C:20]3[N:28]=[C:27](/[CH:29]=[C:5]4/[C:4](=[O:6])[NH:3][C:2](=[O:7])[S:1]/4)[CH:26]=[CH:25][C:21]=3[N:22]=[CH:23][N:24]=2)[CH2:18][CH2:17][CH2:16][CH2:15][CH2:14]1. The yield is 0.480. (2) The reactants are [C:1]([O:5][C:6]([N:8]1[CH2:13][CH2:12][CH:11]([C:14](=O)[C:15]2[CH:20]=[CH:19][CH:18]=[C:17]([C:21]([F:24])([F:23])[F:22])[C:16]=2[F:25])[CH2:10][CH2:9]1)=[O:7])([CH3:4])([CH3:3])[CH3:2].Cl.[NH2:28][OH:29].N1C=CC=CC=1.O. The catalyst is C(OCC)(=O)C.CCCCCCC. The product is [C:1]([O:5][C:6]([N:8]1[CH2:13][CH2:12][CH:11]([C:14]([C:15]2[CH:20]=[CH:19][CH:18]=[C:17]([C:21]([F:24])([F:23])[F:22])[C:16]=2[F:25])=[N:28][OH:29])[CH2:10][CH2:9]1)=[O:7])([CH3:4])([CH3:3])[CH3:2]. The yield is 0.910. (3) The reactants are [I:1][C:2]1[C:3]([O:23][CH3:24])=[CH:4][C:5]([CH:20]([CH3:22])[CH3:21])=[C:6]([CH:19]=1)[O:7][C:8](=[CH:11]NC1C=CC=CC=1)[C:9]#[N:10].[C:25]([Si:29]([CH3:47])([CH3:46])[O:30][CH2:31][CH:32]([NH:42][C:43]([NH2:45])=[NH:44])[C:33]([CH3:41])([CH3:40])[O:34][SiH2:35][C:36]([CH3:39])([CH3:38])[CH3:37])([CH3:28])([CH3:27])[CH3:26]. The catalyst is CCO. The product is [C:25]([Si:29]([CH3:47])([CH3:46])[O:30][CH2:31][CH:32]([NH:42][C:43]1[N:45]=[C:9]([NH2:10])[C:8]([O:7][C:6]2[CH:19]=[C:2]([I:1])[C:3]([O:23][CH3:24])=[CH:4][C:5]=2[CH:20]([CH3:22])[CH3:21])=[CH:11][N:44]=1)[C:33]([CH3:41])([CH3:40])[O:34][SiH2:35][C:36]([CH3:37])([CH3:38])[CH3:39])([CH3:26])([CH3:27])[CH3:28]. The yield is 0.900. (4) The reactants are [NH2:1][C@@H:2]([CH2:33][C:34]1[CH:39]=[CH:38][CH:37]=[CH:36][CH:35]=1)[C@@H:3]([OH:32])[CH2:4][C@@H:5]([NH:19][C:20]([C@@H:22]([NH:27][C:28](=[O:31])[O:29][CH3:30])[C:23]([CH3:26])([CH3:25])[CH3:24])=[O:21])[CH2:6][C:7]1[CH:12]=[CH:11][C:10]([C:13]2[CH:18]=[CH:17][CH:16]=[CH:15][N:14]=2)=[CH:9][CH:8]=1.[CH3:40][C:41]1[CH:51]=[CH:50][CH:49]=[C:48]([CH3:52])[C:42]=1[O:43][CH2:44][C:45](O)=[O:46].CCOP(ON1N=NC2C=CC=CC=2C1=O)(OCC)=O.C(N(CC)C(C)C)(C)C. The catalyst is C1COCC1. The product is [CH3:40][C:41]1[CH:51]=[CH:50][CH:49]=[C:48]([CH3:52])[C:42]=1[O:43][CH2:44][C:45]([NH:1][C@@H:2]([CH2:33][C:34]1[CH:35]=[CH:36][CH:37]=[CH:38][CH:39]=1)[C@@H:3]([OH:32])[CH2:4][C@@H:5]([NH:19][C:20]([C@@H:22]([NH:27][C:28](=[O:31])[O:29][CH3:30])[C:23]([CH3:26])([CH3:25])[CH3:24])=[O:21])[CH2:6][C:7]1[CH:12]=[CH:11][C:10]([C:13]2[CH:18]=[CH:17][CH:16]=[CH:15][N:14]=2)=[CH:9][CH:8]=1)=[O:46]. The yield is 0.770. (5) The reactants are [Br:1][C:2]1[CH:3]=[N:4][CH:5]=[C:6]([CH:10]=1)C(O)=O.C[N:12]1[CH2:17]COCC1.C1(P(N=[N+]=[N-])(C2C=CC=CC=2)=[O:25])C=CC=CC=1.[CH2:35]([OH:42])[C:36]1[CH:41]=[CH:40][CH:39]=[CH:38][CH:37]=1. The yield is 0.340. The product is [CH2:35]([O:42][C:17](=[O:25])[NH:12][C:6]1[CH:5]=[N:4][CH:3]=[C:2]([Br:1])[CH:10]=1)[C:36]1[CH:41]=[CH:40][CH:39]=[CH:38][CH:37]=1. The catalyst is ClCCCl. (6) The reactants are [C:1]([NH:4][C:5]1[CH:10]=[CH:9][C:8]([CH3:11])=[C:7](Br)[CH:6]=1)(=[O:3])[CH3:2].[Li]CCCC.CCCCC.[C:23](OCC)(=[O:29])[C:24]([O:26][CH2:27][CH3:28])=[O:25]. No catalyst specified. The product is [C:1]([NH:4][C:5]1[CH:10]=[CH:9][C:8]([CH3:11])=[C:7]([C:23](=[O:29])[C:24]([O:26][CH2:27][CH3:28])=[O:25])[CH:6]=1)(=[O:3])[CH3:2]. The yield is 0.520. (7) The reactants are S(Cl)(Cl)=O.[CH3:5][N:6]1[CH2:11][CH2:10][N:9]([CH2:12][C:13]2[CH:21]=[CH:20][C:16]([C:17]([OH:19])=O)=[CH:15][CH:14]=2)[CH2:8][CH2:7]1.[CH3:22][C:23]1[CH:29]=[CH:28][C:26]([NH2:27])=[CH:25][C:24]=1[N+:30]([O-:32])=[O:31].N1C=CC=CC=1. The catalyst is C1(C)C=CC=CC=1. The product is [CH3:22][C:23]1[CH:29]=[CH:28][C:26]([NH:27][C:17](=[O:19])[C:16]2[CH:15]=[CH:14][C:13]([CH2:12][N:9]3[CH2:8][CH2:7][N:6]([CH3:5])[CH2:11][CH2:10]3)=[CH:21][CH:20]=2)=[CH:25][C:24]=1[N+:30]([O-:32])=[O:31]. The yield is 0.960.